From a dataset of Full USPTO retrosynthesis dataset with 1.9M reactions from patents (1976-2016). Predict the reactants needed to synthesize the given product. (1) Given the product [F:36][C:37]([F:49])([F:48])[C:3]([OH:5])=[O:4].[N:24]1[C:33]2[C:28](=[CH:29][CH:30]=[CH:31][CH:32]=2)[C:27]([CH2:34][N:1]2[CH2:2][C:3](=[O:4])[N:45]([C:44]3[CH:46]=[CH:47][C:41]([S:38]([C:37]([F:48])([F:36])[F:49])(=[O:39])=[O:40])=[CH:42][CH:43]=3)[C:7]2=[O:8])=[CH:26][CH:25]=1, predict the reactants needed to synthesize it. The reactants are: [NH:1]([C:7](OCC1C2C(=CC=CC=2)C2C1=CC=CC=2)=[O:8])[CH:2](O)[C:3]([OH:5])=[O:4].[N:24]1[C:33]2[C:28](=[CH:29][CH:30]=[CH:31][CH:32]=2)[C:27]([CH:34]=O)=[CH:26][CH:25]=1.[F:36][C:37]([F:49])([F:48])[S:38]([C:41]1[CH:47]=[CH:46][C:44]([NH2:45])=[CH:43][CH:42]=1)(=[O:40])=[O:39]. (2) Given the product [OH:36][C:34]([CH3:37])([CH3:35])[CH2:33][NH:32][C:28]([C:26]1[NH:27][C:23]([C:8]2[CH:9]=[C:10]([O:12][C:13]3[CH:18]=[CH:17][C:16]([S:19]([CH3:22])(=[O:20])=[O:21])=[CH:15][CH:14]=3)[CH:11]=[C:6]([O:5][C@@H:4]([CH3:31])[CH2:3][O:2][CH3:1])[CH:7]=2)=[CH:24][CH:25]=1)=[O:30], predict the reactants needed to synthesize it. The reactants are: [CH3:1][O:2][CH2:3][C@H:4]([CH3:31])[O:5][C:6]1[CH:7]=[C:8]([C:23]2[NH:27][C:26]([C:28]([OH:30])=O)=[CH:25][CH:24]=2)[CH:9]=[C:10]([O:12][C:13]2[CH:18]=[CH:17][C:16]([S:19]([CH3:22])(=[O:21])=[O:20])=[CH:15][CH:14]=2)[CH:11]=1.[NH2:32][CH2:33][C:34]([CH3:37])([OH:36])[CH3:35].CCN=C=NCCCN(C)C.Cl.Cl. (3) Given the product [CH3:33][O:32][CH2:31][C@H:30]([CH3:34])[O:29][C:14]1[CH:13]=[C:12]([C:9]2[NH:8][C:7]([C:5]3[O:6][CH2:2][CH2:3][N:4]=3)=[CH:11][CH:10]=2)[CH:17]=[C:16]([O:18][C:19]2[CH:24]=[CH:23][C:22]([S:25]([CH3:28])(=[O:27])=[O:26])=[CH:21][CH:20]=2)[CH:15]=1, predict the reactants needed to synthesize it. The reactants are: Cl[CH2:2][CH2:3][NH:4][C:5]([C:7]1[NH:8][C:9]([C:12]2[CH:17]=[C:16]([O:18][C:19]3[CH:24]=[CH:23][C:22]([S:25]([CH3:28])(=[O:27])=[O:26])=[CH:21][CH:20]=3)[CH:15]=[C:14]([O:29][C@@H:30]([CH3:34])[CH2:31][O:32][CH3:33])[CH:13]=2)=[CH:10][CH:11]=1)=[O:6].[H-].[Na+].O. (4) Given the product [NH2:36][C:33]1[CH:34]=[CH:35][C:30]([CH:12]2[CH:11]([C:8]3[CH:9]=[CH:10][C:5]([C:1]([CH3:2])([CH3:4])[CH3:3])=[CH:6][CH:7]=3)[C:15]([C:16]3[CH:17]=[CH:18][C:19]([NH:22][C:23](=[O:29])[O:24][C:25]([CH3:28])([CH3:27])[CH3:26])=[CH:20][CH:21]=3)=[CH:14][CH2:13]2)=[CH:31][CH:32]=1, predict the reactants needed to synthesize it. The reactants are: [C:1]([C:5]1[CH:10]=[CH:9][C:8]([CH:11]2[C:15]([C:16]3[CH:21]=[CH:20][C:19]([NH:22][C:23](=[O:29])[O:24][C:25]([CH3:28])([CH3:27])[CH3:26])=[CH:18][CH:17]=3)=[CH:14][CH2:13][CH:12]2[C:30]2[CH:35]=[CH:34][C:33]([N:36]3C(C)=CC=C3C)=[CH:32][CH:31]=2)=[CH:7][CH:6]=1)([CH3:4])([CH3:3])[CH3:2].Cl.NO.[OH-].[K+]. (5) Given the product [NH2:8][C:4]1[CH:3]=[C:2]([Cl:1])[C:7]([Cl:9])=[CH:6][N:5]=1, predict the reactants needed to synthesize it. The reactants are: [Cl:1][C:2]1[CH:7]=[CH:6][N:5]=[C:4]([NH2:8])[CH:3]=1.[Cl:9]N1C(=O)CCC1=O. (6) The reactants are: [N:1]1[N:2]=[C:3]([NH:6][CH:7]2[CH2:10][CH:9]([C:11]([O:13][CH2:14][CH3:15])=[O:12])[CH2:8]2)[NH:4][CH:5]=1.[C:16]([C:18]1[CH:23]=[CH:22][CH:21]=[CH:20][C:19]=1[C:24]1[CH:29]=[CH:28][C:27]([CH2:30][CH:31]([C:37](=O)[CH2:38][CH2:39][CH3:40])[C:32](OCC)=[O:33])=[C:26]([F:42])[CH:25]=1)#[N:17].C(N(CC)C1C=CC=CC=1)C.Cl. Given the product [C:16]([C:18]1[CH:23]=[CH:22][CH:21]=[CH:20][C:19]=1[C:24]1[CH:29]=[CH:28][C:27]([CH2:30][C:31]2[C:32](=[O:33])[N:6]([CH:7]3[CH2:8][CH:9]([C:11]([O:13][CH2:14][CH3:15])=[O:12])[CH2:10]3)[C:3]3[N:2]([N:1]=[CH:5][N:4]=3)[C:37]=2[CH2:38][CH2:39][CH3:40])=[C:26]([F:42])[CH:25]=1)#[N:17], predict the reactants needed to synthesize it. (7) Given the product [F:22][C:23]1[CH:24]=[C:25]2[C:29](=[CH:30][C:31]=1[NH:32][C:33](=[O:37])[CH2:34][O:35][CH3:36])[NH:28][C:27](=[O:38])[C:26]2=[CH:20][C:3]1[NH:4][C:5]2[CH2:10][CH2:9][N:8]([CH2:11][CH2:12][N:13]3[CH2:14][CH2:15][O:16][CH2:17][CH2:18]3)[C:7](=[O:19])[C:6]=2[C:2]=1[CH3:1], predict the reactants needed to synthesize it. The reactants are: [CH3:1][C:2]1[C:6]2[C:7](=[O:19])[N:8]([CH2:11][CH2:12][N:13]3[CH2:18][CH2:17][O:16][CH2:15][CH2:14]3)[CH2:9][CH2:10][C:5]=2[NH:4][C:3]=1[CH:20]=O.[F:22][C:23]1[CH:24]=[C:25]2[C:29](=[CH:30][C:31]=1[NH:32][C:33](=[O:37])[CH2:34][O:35][CH3:36])[NH:28][C:27](=[O:38])[CH2:26]2. (8) Given the product [Br:17][CH2:1][C:2]1[N:7]=[C:6]([C:8]([F:11])([F:10])[F:9])[N:5]=[C:4]([C:12]([O:14][CH2:15][CH3:16])=[O:13])[CH:3]=1, predict the reactants needed to synthesize it. The reactants are: [CH3:1][C:2]1[N:7]=[C:6]([C:8]([F:11])([F:10])[F:9])[N:5]=[C:4]([C:12]([O:14][CH2:15][CH3:16])=[O:13])[CH:3]=1.[Br:17]Br.